Dataset: Full USPTO retrosynthesis dataset with 1.9M reactions from patents (1976-2016). Task: Predict the reactants needed to synthesize the given product. (1) Given the product [CH3:48][C:6]1([CH3:49])[C:7]2[C:12](=[CH:11][C:10]([CH2:13][O:14][CH:15]3[CH:20]([C:21]4[CH:26]=[CH:25][C:24]([O:27][CH2:28][CH2:29][CH2:30][O:31][CH2:32][C:33]5[CH:38]=[CH:37][CH:36]=[CH:35][C:34]=5[O:39][CH3:40])=[CH:23][CH:22]=4)[CH2:19][CH2:18][N:17]([C:41]([O:43][C:44]([CH3:47])([CH3:46])[CH3:45])=[O:42])[CH2:16]3)=[CH:9][CH:8]=2)[N:4]([CH2:3][CH2:2][O:1][S:63]([C:60]2[CH:61]=[CH:62][C:57]([CH3:67])=[CH:58][CH:59]=2)(=[O:65])=[O:64])[CH2:5]1, predict the reactants needed to synthesize it. The reactants are: [OH:1][CH2:2][CH2:3][N:4]1[C:12]2[C:7](=[CH:8][CH:9]=[C:10]([CH2:13][O:14][CH:15]3[CH:20]([C:21]4[CH:26]=[CH:25][C:24]([O:27][CH2:28][CH2:29][CH2:30][O:31][CH2:32][C:33]5[CH:38]=[CH:37][CH:36]=[CH:35][C:34]=5[O:39][CH3:40])=[CH:23][CH:22]=4)[CH2:19][CH2:18][N:17]([C:41]([O:43][C:44]([CH3:47])([CH3:46])[CH3:45])=[O:42])[CH2:16]3)[CH:11]=2)[C:6]([CH3:49])([CH3:48])[CH2:5]1.C(N(CC)CC)C.[C:57]1([CH3:67])[CH:62]=[CH:61][C:60]([S:63](Cl)(=[O:65])=[O:64])=[CH:59][CH:58]=1.O. (2) The reactants are: [CH2:1]([O:8][C:9]1[CH:10]=[CH:11][C:12]([CH2:15][C:16]([NH:18][OH:19])=N)=[N:13][CH:14]=1)[C:2]1[CH:7]=[CH:6][CH:5]=[CH:4][CH:3]=1.Cl.N([O-])=O.[Na+].C(=O)([O-])O.[Na+].[C:30]([C:32]1[C:33]([NH2:39])=[N:34][C:35]([NH2:38])=[CH:36][CH:37]=1)#[CH:31].C(N(CC)CC)C. Given the product [CH2:1]([O:8][C:9]1[CH:10]=[CH:11][C:12]([CH2:15][C:16]2[CH:31]=[C:30]([C:32]3[C:33]([NH2:39])=[N:34][C:35]([NH2:38])=[CH:36][CH:37]=3)[O:19][N:18]=2)=[N:13][CH:14]=1)[C:2]1[CH:7]=[CH:6][CH:5]=[CH:4][CH:3]=1, predict the reactants needed to synthesize it.